From a dataset of Forward reaction prediction with 1.9M reactions from USPTO patents (1976-2016). Predict the product of the given reaction. (1) Given the reactants [NH2:1][C@H:2]([C:6]([OH:8])=[O:7])[CH2:3][CH2:4][OH:5].N12CCCN=C1CCCCC2.[C:20]([Si:24](Cl)([CH3:26])[CH3:25])([CH3:23])([CH3:22])[CH3:21], predict the reaction product. The product is: [NH2:1][C@@H:2]([CH2:3][CH2:4][O:5][Si:24]([C:20]([CH3:23])([CH3:22])[CH3:21])([CH3:26])[CH3:25])[C:6]([OH:8])=[O:7]. (2) Given the reactants Br[C:2]1[CH:7]=[CH:6][C:5]([CH:8]=[CH:9][C:10]([O:12][CH3:13])=[O:11])=[C:4]([F:14])[CH:3]=1.[CH2:15]([NH:22][C:23](=[O:41])[N:24]([CH3:40])[C:25]1[CH:30]=[CH:29][CH:28]=[C:27](B2OC(C)(C)C(C)(C)O2)[CH:26]=1)[CH2:16][CH2:17][CH2:18][CH2:19][CH2:20][CH3:21].O, predict the reaction product. The product is: [F:14][C:4]1[CH:3]=[C:2]([C:29]2[CH:28]=[CH:27][CH:26]=[C:25]([N:24]([CH3:40])[C:23]([NH:22][CH2:15][CH2:16][CH2:17][CH2:18][CH2:19][CH2:20][CH3:21])=[O:41])[CH:30]=2)[CH:7]=[CH:6][C:5]=1[CH:8]=[CH:9][C:10]([O:12][CH3:13])=[O:11].